From a dataset of Reaction yield outcomes from USPTO patents with 853,638 reactions. Predict the reaction yield, written as a fraction of the theoretical maximum amount of product (1.0 means a 100% yield; for example, 0.34 means a 34% yield). The reactants are [H-].[Na+].[OH:3][CH2:4][CH2:5][C:6]#[N:7].[CH2:8](Br)[C:9]1[CH:14]=[CH:13][CH:12]=[CH:11][CH:10]=1.CN(C)C=O. The catalyst is O1CCCC1. The product is [CH2:8]([O:3][CH2:4][CH2:5][C:6]#[N:7])[C:9]1[CH:14]=[CH:13][CH:12]=[CH:11][CH:10]=1. The yield is 0.700.